This data is from Forward reaction prediction with 1.9M reactions from USPTO patents (1976-2016). The task is: Predict the product of the given reaction. Given the reactants [Cl:1]C1SC(C2C=CC=CC=2)=NN=1.N[C:14]1[S:18][N:17]=[C:16]([C:19]2[CH:24]=[CH:23][CH:22]=[CH:21][CH:20]=2)[N:15]=1, predict the reaction product. The product is: [Cl:1][C:14]1[S:18][N:17]=[C:16]([C:19]2[CH:24]=[CH:23][CH:22]=[CH:21][CH:20]=2)[N:15]=1.